From a dataset of Full USPTO retrosynthesis dataset with 1.9M reactions from patents (1976-2016). Predict the reactants needed to synthesize the given product. (1) Given the product [Br:53][C:54]1[CH:59]=[CH:58][CH:57]=[CH:56][C:55]=1[NH:60][CH:61]1[CH2:66][CH2:65][N:64]([C:16](=[O:18])[CH2:15][C:14]([NH:13][C:10]2[CH:11]=[N:12][C:7]([C:1]3[CH:2]=[CH:3][CH:4]=[CH:5][CH:6]=3)=[CH:8][CH:9]=2)=[O:19])[CH2:63][CH2:62]1, predict the reactants needed to synthesize it. The reactants are: [C:1]1([C:7]2[N:12]=[CH:11][C:10]([NH:13][C:14](=[O:19])[CH2:15][C:16]([OH:18])=O)=[CH:9][CH:8]=2)[CH:6]=[CH:5][CH:4]=[CH:3][CH:2]=1.CCN(C(C)C)C(C)C.C1C=CC2N(O)N=NC=2C=1.CCN=C=NCCCN(C)C.Cl.Cl.Cl.[Br:53][C:54]1[CH:59]=[CH:58][CH:57]=[CH:56][C:55]=1[NH:60][CH:61]1[CH2:66][CH2:65][NH:64][CH2:63][CH2:62]1. (2) Given the product [OH:21][C:2]1[C:3](=[O:14])[CH2:4][CH2:5][C:1]=1[CH2:6][C:7]([OH:9])=[O:8], predict the reactants needed to synthesize it. The reactants are: [CH:1]1([CH2:6][C:7]([OH:9])=[O:8])[CH2:5][CH2:4][CH:3]=[CH:2]1.C[N+]1([O-])CC[O:14]CC1.O=O.[Li+].[OH-:21]. (3) Given the product [CH3:18][P:16]([CH3:19])([C:13]1[CH:14]=[CH:15][C:10]([C:6]2[C:5]3[N:4]([N:3]=[C:2]([NH:39][C:35]4[CH:36]=[CH:37][CH:38]=[C:33]([CH:30]5[CH2:31][CH2:32][N:27]([CH2:26][CH2:25][S:22]([CH3:21])(=[O:24])=[O:23])[CH2:28][CH2:29]5)[CH:34]=4)[N:20]=3)[CH:9]=[CH:8][CH:7]=2)=[CH:11][CH:12]=1)=[O:17], predict the reactants needed to synthesize it. The reactants are: Cl[C:2]1[N:20]=[C:5]2[C:6]([C:10]3[CH:15]=[CH:14][C:13]([P:16]([CH3:19])([CH3:18])=[O:17])=[CH:12][CH:11]=3)=[CH:7][CH:8]=[CH:9][N:4]2[N:3]=1.[CH3:21][S:22]([CH2:25][CH2:26][N:27]1[CH2:32][CH2:31][CH:30]([C:33]2[CH:34]=[C:35]([NH2:39])[CH:36]=[CH:37][CH:38]=2)[CH2:29][CH2:28]1)(=[O:24])=[O:23].C1(P(C2CCCCC2)C2C=CC=CC=2C2C=CC=CC=2P(C2CCCCC2)C2CCCCC2)CCCCC1. (4) Given the product [CH:47]1[C:46]2[C:41](=[CH:42][CH:43]=[CH:44][CH:45]=2)[CH:40]=[CH:39][C:38]=1[C:31]1[C:1]2[C:6]([C:24]([C:25]3[C:30]4=[CH:65][CH:64]=[C:63]5[C:54]([CH:55]=[C:56]6[C:61]([CH:60]=[CH:59][CH:58]=[CH:57]6)=[CH:62]5)=[C:29]4[CH:28]=[CH:27][CH:26]=3)=[C:37]3[C:32]=1[CH:33]=[CH:34][CH:35]=[CH:36]3)=[CH:5][CH:4]=[CH:3][CH:2]=2, predict the reactants needed to synthesize it. The reactants are: [C:1]1(C)[CH:6]=[CH:5][CH:4]=[CH:3][C:2]=1P([C:1]1[CH:6]=[CH:5][CH:4]=[CH:3][C:2]=1C)[C:1]1[CH:6]=[CH:5][CH:4]=[CH:3][C:2]=1C.Br[C:24]1[C:25]2[C:30]([C:31]([C:38]3[CH:47]=[CH:46][C:45]4[C:40](=[CH:41][CH:42]=[CH:43][CH:44]=4)[CH:39]=3)=[C:32]3[C:37]=1[CH:36]=[CH:35][CH:34]=[CH:33]3)=[CH:29][CH:28]=[CH:27][CH:26]=2.C1C2=[C:54]3[C:63](=[CH:64][CH:65]=C2C(B(O)O)=CC=1)[CH:62]=[C:61]1[C:56]([CH:57]=[CH:58][CH:59]=[CH:60]1)=[CH:55]3.P([O-])([O-])([O-])=O.[K+].[K+].[K+]. (5) Given the product [Cl:1][C:2]1[N:7]=[C:6]([C:8]2[CH:9]=[CH:10][N:40]=[C:37]([CH3:38])[N:39]=2)[C:5]2[C:12]([O:34][CH3:35])=[N:13][N:14]([C:15]([C:16]3[CH:21]=[CH:20][CH:19]=[CH:18][CH:17]=3)([C:28]3[CH:29]=[CH:30][CH:31]=[CH:32][CH:33]=3)[C:22]3[CH:27]=[CH:26][CH:25]=[CH:24][CH:23]=3)[C:4]=2[CH:3]=1, predict the reactants needed to synthesize it. The reactants are: [Cl:1][C:2]1[N:7]=[C:6]([C:8](=O)[C:9]#[CH:10])[C:5]2[C:12]([O:34][CH3:35])=[N:13][N:14]([C:15]([C:28]3[CH:33]=[CH:32][CH:31]=[CH:30][CH:29]=3)([C:22]3[CH:27]=[CH:26][CH:25]=[CH:24][CH:23]=3)[C:16]3[CH:21]=[CH:20][CH:19]=[CH:18][CH:17]=3)[C:4]=2[CH:3]=1.Cl.[C:37]([NH2:40])(=[NH:39])[CH3:38].C(=O)([O-])[O-].[Na+].[Na+]. (6) Given the product [CH2:17]([C:6]1[C:5]([OH:4])=[C:10]([CH2:11][CH3:12])[CH:9]=[C:8]2[C:7]=1[C:14](=[O:16])[CH2:15][C:19]1([O:13]2)[CH2:22][CH2:21][CH2:20]1)[CH3:18], predict the reactants needed to synthesize it. The reactants are: C([O:4][C:5]1[C:10]([CH2:11][CH3:12])=[CH:9][C:8]([OH:13])=[C:7]([C:14](=[O:16])[CH3:15])[C:6]=1[CH2:17][CH3:18])(=O)C.[C:19]1(=O)[CH2:22][CH2:21][CH2:20]1.N1CCCC1. (7) Given the product [F:1][C:2]1[CH:7]=[C:6]([CH:8]([CH3:12])[C:9]([O:11][C:30]2[CH:29]=[CH:28][CH:27]=[C:26]([C@H:23]([CH2:24][CH3:25])[C@@H:22]([CH3:33])[CH2:21][N:20]([CH3:34])[CH3:19])[CH:31]=2)=[O:10])[CH:5]=[CH:4][C:3]=1[C:13]1[CH:14]=[CH:15][CH:16]=[CH:17][CH:18]=1, predict the reactants needed to synthesize it. The reactants are: [F:1][C:2]1[CH:7]=[C:6]([CH:8]([CH3:12])[C:9]([OH:11])=[O:10])[CH:5]=[CH:4][C:3]=1[C:13]1[CH:18]=[CH:17][CH:16]=[CH:15][CH:14]=1.[CH3:19][N:20]([CH3:34])[CH2:21][C@H:22]([CH3:33])[C@H:23]([C:26]1[CH:27]=[C:28](O)[CH:29]=[CH:30][CH:31]=1)[CH2:24][CH3:25].C1(N=C=NC2CCCCC2)CCCCC1.